Task: Predict the reaction yield, written as a fraction of the theoretical maximum amount of product (1.0 means a 100% yield; for example, 0.34 means a 34% yield).. Dataset: Reaction yield outcomes from USPTO patents with 853,638 reactions The reactants are [N:1]1[C:5]2[CH:6]=[CH:7][CH:8]=[CH:9][C:4]=2[NH:3][C:2]=1[CH2:10][C:11]#[N:12].[C:13](OCC)(=[O:18])[CH2:14][C:15]([CH3:17])=O.C([O-])(=O)C.[NH4+]. The catalyst is O. The product is [CH3:17][C:15]1[C:10]([C:11]#[N:12])=[C:2]2[N:3]([C:13](=[O:18])[CH:14]=1)[C:4]1[CH:9]=[CH:8][CH:7]=[CH:6][C:5]=1[NH:1]2. The yield is 0.850.